Task: Predict the product of the given reaction.. Dataset: Forward reaction prediction with 1.9M reactions from USPTO patents (1976-2016) (1) Given the reactants [NH:1]1[CH2:5][CH2:4][CH2:3][CH2:2]1.Br[CH2:7][C:8]1[CH:15]=[CH:14][C:11]([C:12]#[N:13])=[CH:10][CH:9]=1.C(N(CC)CC)C, predict the reaction product. The product is: [N:1]1([CH2:7][C:8]2[CH:15]=[CH:14][C:11]([C:12]#[N:13])=[CH:10][CH:9]=2)[CH2:5][CH2:4][CH2:3][CH2:2]1. (2) Given the reactants [CH3:1][O:2][C:3]1([C:6]2[CH:11]=[CH:10][C:9]([C:12]#[C:13][C:14]3[CH:24]=[CH:23][C:17]([C:18]([O:20]CC)=[O:19])=[CH:16][CH:15]=3)=[CH:8][CH:7]=2)[CH2:5][CH2:4]1.[OH-].[Na+], predict the reaction product. The product is: [CH3:1][O:2][C:3]1([C:6]2[CH:7]=[CH:8][C:9]([C:12]#[C:13][C:14]3[CH:15]=[CH:16][C:17]([C:18]([OH:20])=[O:19])=[CH:23][CH:24]=3)=[CH:10][CH:11]=2)[CH2:5][CH2:4]1. (3) Given the reactants [F:1][C:2]1([F:37])[CH2:5][CH:4]([CH:6]([NH:21][C:22]2[CH:23]=[N:24][C:25]([N:28]3[CH:32]=[C:31]([C:33]([F:36])([F:35])[F:34])[N:30]=[CH:29]3)=[CH:26][CH:27]=2)[C:7]2[CH:20]=[CH:19][C:10]([C:11]([NH:13][CH2:14][CH2:15][C:16]([O-:18])=[O:17])=[O:12])=[CH:9][CH:8]=2)[CH2:3]1.O.O1CCCC1.O.[OH-].[Li+], predict the reaction product. The product is: [F:37][C:2]1([F:1])[CH2:5][CH:4]([CH:6]([NH:21][C:22]2[CH:23]=[N:24][C:25]([N:28]3[CH:32]=[C:31]([C:33]([F:34])([F:35])[F:36])[N:30]=[CH:29]3)=[CH:26][CH:27]=2)[C:7]2[CH:20]=[CH:19][C:10]([C:11]([NH:13][CH2:14][CH2:15][C:16]([OH:18])=[O:17])=[O:12])=[CH:9][CH:8]=2)[CH2:3]1.